Dataset: Forward reaction prediction with 1.9M reactions from USPTO patents (1976-2016). Task: Predict the product of the given reaction. (1) Given the reactants F[C:2]1[CH:7]=[CH:6][C:5]([N+:8]([O-:10])=[O:9])=[CH:4][CH:3]=1.[NH:11]1[CH2:16][CH2:15][O:14][CH2:13][CH2:12]1.C(=O)([O-])[O-].[Cs+].[Cs+].O, predict the reaction product. The product is: [N+:8]([C:5]1[CH:6]=[CH:7][C:2]([N:11]2[CH2:16][CH2:15][O:14][CH2:13][CH2:12]2)=[CH:3][CH:4]=1)([O-:10])=[O:9]. (2) Given the reactants [C:1]([O:5][C:6](=[O:18])[CH2:7][O:8][C:9]1[CH:14]=[CH:13][C:12]([NH2:15])=[CH:11][C:10]=1[C:16]#[N:17])([CH3:4])([CH3:3])[CH3:2].C(=O)([O-])O.[Na+].Cl[C:25]([O:27][CH2:28][C:29]1[CH:34]=[CH:33][CH:32]=[CH:31][CH:30]=1)=[O:26], predict the reaction product. The product is: [C:1]([O:5][C:6](=[O:18])[CH2:7][O:8][C:9]1[CH:14]=[CH:13][C:12]([NH:15][C:25]([O:27][CH2:28][C:29]2[CH:34]=[CH:33][CH:32]=[CH:31][CH:30]=2)=[O:26])=[CH:11][C:10]=1[C:16]#[N:17])([CH3:4])([CH3:2])[CH3:3]. (3) Given the reactants Cl.[N:2]1[CH:7]=[CH:6][CH:5]=[C:4]([CH2:8][NH:9][C:10](=[O:16])[O:11][C:12]([CH3:15])([CH3:14])[CH3:13])[CH:3]=1, predict the reaction product. The product is: [NH:2]1[CH2:7][CH2:6][CH2:5][CH:4]([CH2:8][NH:9][C:10](=[O:16])[O:11][C:12]([CH3:14])([CH3:13])[CH3:15])[CH2:3]1. (4) Given the reactants [S:1]1[CH:5]=[CH:4][CH:3]=[C:2]1[S:6](Cl)(=[O:8])=[O:7].[NH3:10].Cl, predict the reaction product. The product is: [S:1]1[CH:5]=[CH:4][CH:3]=[C:2]1[S:6]([NH2:10])(=[O:8])=[O:7]. (5) Given the reactants Cl[C:2]1[N:7]=[C:6]([NH:8][C:9]2[S:10][CH:11]=[CH:12][N:13]=2)[CH:5]=[CH:4][CH:3]=1.C(N(CC)C(C)C)(C)C.[CH3:23][OH:24].[C]=O.CN(C)[CH:29]=[O:30], predict the reaction product. The product is: [S:10]1[CH:11]=[CH:12][N:13]=[C:9]1[NH:8][C:6]1[N:7]=[C:2]([C:23]([O:30][CH3:29])=[O:24])[CH:3]=[CH:4][CH:5]=1.